Dataset: HIV replication inhibition screening data with 41,000+ compounds from the AIDS Antiviral Screen. Task: Binary Classification. Given a drug SMILES string, predict its activity (active/inactive) in a high-throughput screening assay against a specified biological target. (1) The drug is CS(=O)(=O)N(N(CCCl)S(=O)(=O)c1ccccc1)S(C)(=O)=O. The result is 0 (inactive). (2) The molecule is [N-]=[N+]=CC(=O)c1ccccc1C#CCCc1ccccc1. The result is 0 (inactive). (3) The drug is Cl.NC1C(O)C(O)C(O)C(O)C1O. The result is 0 (inactive). (4) The molecule is CC=CCC(C)C(O)C1C(=O)NC(CC)C(=O)N(C)CC(=O)N(C)C(CC(C)C)C(=O)NC(C(C)C)C(=O)N(C)C(CC(C)C)C(=O)NC(C)C(=O)NC(C)C(=O)N(C)C(CC(C)C)C(=O)N(C)C(CC(C)C)C(=O)N(C)C(C(C)C)C(=O)N1C. The result is 1 (active). (5) The compound is O=C(Cc1ccccc1)NN1C(=O)C(Cl)C1c1cccc([N+](=O)[O-])c1. The result is 0 (inactive). (6) The compound is CCC1(c2cccc(C)c2)Oc2ccccc2-n2cccc2C1=O. The result is 1 (active).